Dataset: Forward reaction prediction with 1.9M reactions from USPTO patents (1976-2016). Task: Predict the product of the given reaction. (1) The product is: [CH3:15][C:13]1[N:14]=[C:10]2[N:11]([C:2]([N:21]3[CH2:22][CH2:23][N:18]([CH3:17])[CH2:19][CH2:20]3)=[N:3][C:4]3[CH:5]=[CH:6][C:7]([CH3:16])=[CH:8][C:9]=32)[N:12]=1. Given the reactants Cl[C:2]1[N:11]2[N:12]=[C:13]([CH3:15])[N:14]=[C:10]2[C:9]2[CH:8]=[C:7]([CH3:16])[CH:6]=[CH:5][C:4]=2[N:3]=1.[CH3:17][N:18]1[CH2:23][CH2:22][NH:21][CH2:20][CH2:19]1, predict the reaction product. (2) Given the reactants [NH2:1][C@H:2]1[CH2:7][CH2:6][C@@H:5]([NH:8][C:9](=[O:15])[O:10][C:11]([CH3:14])([CH3:13])[CH3:12])[CH2:4][C@H:3]1[CH2:16][O:17][CH3:18].[F:19][C:20]([F:35])([F:34])[C:21]1[CH:22]=[C:23]([CH:31]=[CH:32][CH:33]=1)[C:24]([NH:26][CH2:27][C:28](O)=[O:29])=[O:25].C(N(C(C)C)CC)(C)C.CN(C(ON1N=NC2C=CC=CC1=2)=[N+](C)C)C.[B-](F)(F)(F)F, predict the reaction product. The product is: [CH3:18][O:17][CH2:16][C@H:3]1[C@@H:2]([NH:1][C:28](=[O:29])[CH2:27][NH:26][C:24](=[O:25])[C:23]2[CH:31]=[CH:32][CH:33]=[C:21]([C:20]([F:19])([F:35])[F:34])[CH:22]=2)[CH2:7][CH2:6][C@@H:5]([NH:8][C:9](=[O:15])[O:10][C:11]([CH3:12])([CH3:13])[CH3:14])[CH2:4]1. (3) Given the reactants [N:1]1[N:2]([CH2:6][CH2:7][O:8][C:9]2[CH:15]=[CH:14][C:12]([NH2:13])=[CH:11][CH:10]=2)[N:3]=[CH:4][CH:5]=1.[N:16]#[C:17][NH2:18].[N+:19]([O-:22])([OH:21])=[O:20].NC(N)=N, predict the reaction product. The product is: [N+:19]([O-:22])([O-:21])=[O:20].[N:1]1[N:2]([CH2:6][CH2:7][O:8][C:9]2[CH:15]=[CH:14][C:12]([NH:13][C:17]([NH2:18])=[NH2+:16])=[CH:11][CH:10]=2)[N:3]=[CH:4][CH:5]=1. (4) Given the reactants [O-]CC.[Na+].[C:5]([C:7]1[C:11]([C:12]2[CH:17]=[CH:16][C:15]([O:18][CH3:19])=[CH:14][C:13]=2[NH:20]C(=O)C(C)(C)C)=[C:10]([CH2:27][CH3:28])[N:9]([CH2:29][CH3:30])[N:8]=1)#[N:6], predict the reaction product. The product is: [CH2:27]([C:10]1[N:9]([CH2:29][CH3:30])[N:8]=[C:7]2[C:11]=1[C:12]1[CH:17]=[CH:16][C:15]([O:18][CH3:19])=[CH:14][C:13]=1[N:20]=[C:5]2[NH2:6])[CH3:28].